This data is from Catalyst prediction with 721,799 reactions and 888 catalyst types from USPTO. The task is: Predict which catalyst facilitates the given reaction. (1) Product: [C:20]([O:19][C:17]([N:6]1[CH2:7][CH:8]([CH2:10][CH2:11][CH2:12][C:13]([F:15])([F:16])[CH3:14])[CH2:9][CH:5]1[C:3]([OH:4])=[O:2])=[O:18])([CH3:21])([CH3:22])[CH3:23]. Reactant: C[O:2][C:3]([CH:5]1[CH2:9][CH:8]([CH2:10][CH2:11][CH2:12][C:13]([F:16])([F:15])[CH3:14])[CH2:7][N:6]1[C:17]([O:19][C:20]([CH3:23])([CH3:22])[CH3:21])=[O:18])=[O:4].O.[OH-].[Li+]. The catalyst class is: 20. (2) Reactant: [CH3:1][C:2]1(C)[O:7][C:6]2[CH:8]=[CH:9][C:10]([C@@H:12]([OH:38])[CH2:13][NH:14][CH2:15][CH2:16][C:17]3[CH:18]=[CH:19][C:20]4[O:25][CH2:24][C@@H:23]([CH2:26][O:27][CH2:28][C:29]5[CH:30]=[C:31]([CH:34]=[CH:35][CH:36]=5)[C:32]#[N:33])[O:22][C:21]=4[CH:37]=3)=[CH:11][C:5]=2[CH2:4][O:3]1.O. Product: [C:2]([OH:7])(=[O:3])[CH3:1].[OH:38][C@H:12]([C:10]1[CH:9]=[CH:8][C:6]([OH:7])=[C:5]([CH2:4][OH:3])[CH:11]=1)[CH2:13][NH:14][CH2:15][CH2:16][C:17]1[CH:18]=[CH:19][C:20]2[O:25][CH2:24][C@@H:23]([CH2:26][O:27][CH2:28][C:29]3[CH:30]=[C:31]([CH:34]=[CH:35][CH:36]=3)[C:32]#[N:33])[O:22][C:21]=2[CH:37]=1. The catalyst class is: 52. (3) Reactant: [F:1][C:2]([F:8])([F:7])[CH2:3][CH2:4][CH2:5][OH:6].[H-].[Na+].F[C:12]1[CH:17]=[CH:16][C:15]([N+:18]([O-:20])=[O:19])=[CH:14][CH:13]=1.[Cl-].[NH4+]. Product: [N+:18]([C:15]1[CH:16]=[CH:17][C:12]([O:6][CH2:5][CH2:4][CH2:3][C:2]([F:8])([F:7])[F:1])=[CH:13][CH:14]=1)([O-:20])=[O:19]. The catalyst class is: 9.